Predict the reactants needed to synthesize the given product. From a dataset of Full USPTO retrosynthesis dataset with 1.9M reactions from patents (1976-2016). (1) Given the product [Br:15][C:16]1[CH:17]=[CH:18][CH:19]=[C:20]2[C:24]=1[CH:23]([NH:1][C:2]1[CH:7]=[CH:6][CH:5]=[CH:4][CH:3]=1)[CH2:22][CH2:21]2, predict the reactants needed to synthesize it. The reactants are: [NH2:1][C:2]1[CH:7]=[CH:6][CH:5]=[CH:4][CH:3]=1.C1(C)C=CC=CC=1.[Br:15][C:16]1[CH:17]=[CH:18][CH:19]=[C:20]2[C:24]=1[C:23](=O)[CH2:22][CH2:21]2.[BH3-]C#N.[Na+]. (2) Given the product [CH3:1][O:2][C:3]([C:4]1([CH3:20])[CH2:5][C:6]2[C:14]3[C:9](=[CH:10][CH:11]=[C:12]([O:15][CH2:16][CH2:17][O:18][CH3:19])[CH:13]=3)[NH:8][C:7]=2[CH:27]([C:26]2[CH:29]=[CH:30][CH:31]=[C:24]([OH:23])[CH:25]=2)[NH:21]1)=[O:22], predict the reactants needed to synthesize it. The reactants are: [CH3:1][O:2][C:3](=[O:22])[C:4]([NH2:21])([CH3:20])[CH2:5][C:6]1[C:14]2[C:9](=[CH:10][CH:11]=[C:12]([O:15][CH2:16][CH2:17][O:18][CH3:19])[CH:13]=2)[NH:8][CH:7]=1.[OH:23][C:24]1[CH:25]=[C:26]([CH:29]=[CH:30][CH:31]=1)[CH:27]=O.CO. (3) Given the product [Br:15][C:16]1[C:17](=[O:18])[O:23][C:21](=[CH2:22])[C:20]=1[CH3:24], predict the reactants needed to synthesize it. The reactants are: O=P12OP3(OP(OP(O3)(O1)=O)(=O)O2)=O.[Br:15][CH:16]([C:20](Br)([CH3:24])[C:21](=[O:23])[CH3:22])[C:17](O)=[O:18].N12CCN(CC1)CC2. (4) Given the product [CH3:7][C:6]1[O:5][C:4]([C:8]([O:10][CH3:11])=[O:9])=[CH:3][C:2]=1[C:23]1[N:19]([CH3:18])[N:20]=[CH:21][CH:22]=1, predict the reactants needed to synthesize it. The reactants are: Br[C:2]1[CH:3]=[C:4]([C:8]([O:10][CH3:11])=[O:9])[O:5][C:6]=1[CH3:7].C(=O)([O-])[O-].[K+].[K+].[CH3:18][N:19]1[C:23](B2OC(C)(C)C(C)(C)O2)=[CH:22][CH:21]=[N:20]1.